From a dataset of Full USPTO retrosynthesis dataset with 1.9M reactions from patents (1976-2016). Predict the reactants needed to synthesize the given product. (1) The reactants are: [Cl:1]/[CH:2]=[CH:3]\Cl.[C:5]([Si:9]([CH3:20])([CH3:19])[O:10][CH2:11][CH2:12][CH2:13][CH2:14][CH2:15][CH2:16]C=C)([CH3:8])([CH3:7])[CH3:6]. Given the product [C:5]([Si:9]([O:10][CH2:11][CH2:12][CH2:13][CH2:14][CH2:15][CH2:16]/[CH:3]=[CH:2]\[Cl:1])([CH3:19])[CH3:20])([CH3:7])([CH3:8])[CH3:6], predict the reactants needed to synthesize it. (2) Given the product [CH3:1][C@@H:2]1[N:6]([S:34]([C:28]2[CH:33]=[CH:32][CH:31]=[CH:30][CH:29]=2)(=[O:36])=[O:35])[CH2:5][C@@H:4]([CH2:7][N:8]2[C:12]3[CH:13]=[CH:14][C:15]([C:17]4[CH:18]=[N:19][NH:20][CH:21]=4)=[CH:16][C:11]=3[N:10]=[CH:9]2)[CH2:3]1, predict the reactants needed to synthesize it. The reactants are: [CH3:1][C@@H:2]1[NH:6][CH2:5][C@@H:4]([CH2:7][N:8]2[C:12]3[CH:13]=[CH:14][C:15]([C:17]4[CH:18]=[N:19][N:20](C5CCCCO5)[CH:21]=4)=[CH:16][C:11]=3[N:10]=[CH:9]2)[CH2:3]1.[C:28]1([S:34](Cl)(=[O:36])=[O:35])[CH:33]=[CH:32][CH:31]=[CH:30][CH:29]=1.